The task is: Predict the reaction yield, written as a fraction of the theoretical maximum amount of product (1.0 means a 100% yield; for example, 0.34 means a 34% yield).. This data is from Reaction yield outcomes from USPTO patents with 853,638 reactions. (1) The reactants are [F:1][C:2]1[CH:3]=[C:4]([CH:8]=[CH:9][CH:10]=1)[C:5]([OH:7])=O.C1N=CN(C(N2C=NC=C2)=O)C=1.[C:23]([O:29][CH2:30][CH3:31])(=[O:28])[CH2:24]C([O-])=O.[K+].[Mg+2].[Cl-].[Cl-]. The catalyst is CC#N.C(N(CC)CC)C. The product is [F:1][C:2]1[CH:3]=[C:4]([C:5](=[O:7])[CH2:24][C:23]([O:29][CH2:30][CH3:31])=[O:28])[CH:8]=[CH:9][CH:10]=1. The yield is 0.970. (2) The reactants are [CH3:1][C:2]1([CH3:23])[C:7](OS(C(F)(F)F)(=O)=O)=[CH:6][CH2:5][N:4]([C:16]([O:18][C:19]([CH3:22])([CH3:21])[CH3:20])=[O:17])[CH2:3]1.[B:24]1([B:24]2[O:28][C:27]([CH3:30])([CH3:29])[C:26]([CH3:32])([CH3:31])[O:25]2)[O:28][C:27]([CH3:30])([CH3:29])[C:26]([CH3:32])([CH3:31])[O:25]1.ClCCl.C([O-])(=O)C.[K+]. The catalyst is O1CCOCC1.C1C=CC(P(C2C=CC=CC=2)[C-]2C=CC=C2)=CC=1.C1C=CC(P(C2C=CC=CC=2)[C-]2C=CC=C2)=CC=1.Cl[Pd]Cl.[Fe+2].C1(P(C2C=CC=CC=2)[C-]2C=CC=C2)C=CC=CC=1.[C-]1(P(C2C=CC=CC=2)C2C=CC=CC=2)C=CC=C1.[Fe+2]. The product is [C:19]([O:18][C:16]([N:4]1[CH2:5][CH:6]=[C:7]([B:24]2[O:28][C:27]([CH3:30])([CH3:29])[C:26]([CH3:32])([CH3:31])[O:25]2)[C:2]([CH3:23])([CH3:1])[CH2:3]1)=[O:17])([CH3:22])([CH3:21])[CH3:20]. The yield is 0.380. (3) The reactants are [CH2:1]([C:3]1[N:4]=[CH:5][S:6][C:7]=1[CH2:8][S:9][C:10]1[N:15]=[C:14]([OH:16])[CH:13]=[C:12]([C:17]([F:20])([F:19])[F:18])[N:11]=1)[CH3:2].[CH3:21][O-].[Na+].IC. The catalyst is CO.C(Cl)Cl. The product is [CH2:1]([C:3]1[N:4]=[CH:5][S:6][C:7]=1[CH2:8][S:9][C:10]1[N:15]=[C:14]([O:16][CH3:21])[CH:13]=[C:12]([C:17]([F:20])([F:19])[F:18])[N:11]=1)[CH3:2]. The yield is 0.600. (4) The reactants are C(=NO)C1C(=CC=CC=1)O.[Cl:11][C:12]1[CH:16]=[CH:15][NH:14][N:13]=1.C([O-])([O-])=O.[Cs+].[Cs+].Br[C:24]1[S:28][C:27]([CH:29]=[O:30])=[C:26]([CH3:31])[CH:25]=1. The catalyst is [Cu-]=O.CC#N. The yield is 0.380. The product is [Cl:11][C:12]1[CH:16]=[CH:15][N:14]([C:24]2[S:28][C:27]([CH:29]=[O:30])=[C:26]([CH3:31])[CH:25]=2)[N:13]=1.